This data is from Catalyst prediction with 721,799 reactions and 888 catalyst types from USPTO. The task is: Predict which catalyst facilitates the given reaction. (1) Reactant: [Cl:1][C:2]1[CH:12]=[CH:11][C:5]([C:6]([N:8]=[C:9]=[S:10])=[O:7])=[CH:4][CH:3]=1.[NH2:13][C:14]([NH2:16])=[O:15]. Product: [C:14]([NH:16][C:9]([NH:8][C:6](=[O:7])[C:5]1[CH:11]=[CH:12][C:2]([Cl:1])=[CH:3][CH:4]=1)=[S:10])(=[O:15])[NH2:13]. The catalyst class is: 21. (2) Reactant: [Br:1][C:2]1[CH:3]=[C:4]([N:9]2[C:13](=[O:14])[O:12][N:11]=[C:10]2[C:15]2[C:19]([NH:20][CH2:21][CH2:22][CH2:23][O:24]C)=[N:18][O:17][N:16]=2)[CH:5]=[CH:6][C:7]=1[F:8].B(Br)(Br)Br. Product: [Br:1][C:2]1[CH:3]=[C:4]([N:9]2[C:13](=[O:14])[O:12][N:11]=[C:10]2[C:15]2[C:19]([NH:20][CH2:21][CH2:22][CH2:23][OH:24])=[N:18][O:17][N:16]=2)[CH:5]=[CH:6][C:7]=1[F:8]. The catalyst class is: 4. (3) Reactant: Cl.[NH2:2][C:3]1[C:11]([OH:12])=[C:10]2[C:6]([CH2:7][CH2:8][CH:9]2[CH2:13][CH2:14][NH:15][C:16](=[O:18])[CH3:17])=[CH:5][CH:4]=1.[C:19](Cl)(=[O:23])[CH:20]([CH3:22])[CH3:21].O. Product: [C:16]([NH:15][CH2:14][CH2:13][CH:9]1[C:10]2[C:6](=[CH:5][CH:4]=[C:3]([NH:2][C:19](=[O:23])[CH:20]([CH3:22])[CH3:21])[C:11]=2[OH:12])[CH2:7][CH2:8]1)(=[O:18])[CH3:17]. The catalyst class is: 17. (4) The catalyst class is: 6. Product: [O:12]=[S:8]1(=[O:11])[CH2:9][CH2:10][CH:6]([C:4]([OH:5])=[O:3])[N:7]1[CH2:13][C:14]1[N:15]=[C:16]([CH2:19][O:20][C:21]2[CH:22]=[CH:23][C:24]([C:27]3[CH:32]=[C:31]([F:33])[C:30]([F:34])=[CH:29][C:28]=3[O:35][CH3:36])=[CH:25][CH:26]=2)[S:17][CH:18]=1. Reactant: C([O:3][C:4]([CH:6]1[CH2:10][CH2:9][S:8](=[O:12])(=[O:11])[N:7]1[CH2:13][C:14]1[N:15]=[C:16]([CH2:19][O:20][C:21]2[CH:26]=[CH:25][C:24]([C:27]3[CH:32]=[C:31]([F:33])[C:30]([F:34])=[CH:29][C:28]=3[O:35][CH3:36])=[CH:23][CH:22]=2)[S:17][CH:18]=1)=[O:5])C.O.[OH-].[Li+].C1COCC1.Cl. (5) Reactant: [CH:1]1([CH:7]([OH:9])[CH3:8])[CH2:6][CH2:5][CH2:4][CH2:3][CH2:2]1.[H-].[Na+].Cl[C:13]1[CH:14]=[CH:15][C:16]2[CH2:17][N:18]([C:24]([O:26][C:27]([CH3:30])([CH3:29])[CH3:28])=[O:25])[CH2:19][CH2:20][O:21][C:22]=2[N:23]=1.O. Product: [CH:1]1([CH:7]([O:9][C:13]2[CH:14]=[CH:15][C:16]3[CH2:17][N:18]([C:24]([O:26][C:27]([CH3:30])([CH3:29])[CH3:28])=[O:25])[CH2:19][CH2:20][O:21][C:22]=3[N:23]=2)[CH3:8])[CH2:6][CH2:5][CH2:4][CH2:3][CH2:2]1. The catalyst class is: 733. (6) Reactant: Cl[C:2]([O:4][CH3:5])=[O:3].[F:6][C:7]1[CH:12]=[CH:11][C:10]([OH:13])=[C:9]([CH3:14])[CH:8]=1. Product: [C:2](=[O:3])([O:4][CH3:5])[O:13][C:10]1[CH:11]=[CH:12][C:7]([F:6])=[CH:8][C:9]=1[CH3:14]. The catalyst class is: 74.